From a dataset of NCI-60 drug combinations with 297,098 pairs across 59 cell lines. Regression. Given two drug SMILES strings and cell line genomic features, predict the synergy score measuring deviation from expected non-interaction effect. (1) Drug 1: CC(C1=C(C=CC(=C1Cl)F)Cl)OC2=C(N=CC(=C2)C3=CN(N=C3)C4CCNCC4)N. Drug 2: CS(=O)(=O)OCCCCOS(=O)(=O)C. Cell line: NCIH23. Synergy scores: CSS=15.1, Synergy_ZIP=-4.80, Synergy_Bliss=0.416, Synergy_Loewe=-6.02, Synergy_HSA=1.14. (2) Cell line: U251. Drug 2: C1CNP(=O)(OC1)N(CCCl)CCCl. Drug 1: C1=NC(=NC(=O)N1C2C(C(C(O2)CO)O)O)N. Synergy scores: CSS=32.2, Synergy_ZIP=-1.59, Synergy_Bliss=0.00358, Synergy_Loewe=-18.6, Synergy_HSA=1.92.